This data is from NCI-60 drug combinations with 297,098 pairs across 59 cell lines. The task is: Regression. Given two drug SMILES strings and cell line genomic features, predict the synergy score measuring deviation from expected non-interaction effect. (1) Drug 1: C1=CC=C(C(=C1)C(C2=CC=C(C=C2)Cl)C(Cl)Cl)Cl. Drug 2: CC(C)CN1C=NC2=C1C3=CC=CC=C3N=C2N. Cell line: NCI-H460. Synergy scores: CSS=2.59, Synergy_ZIP=-0.0243, Synergy_Bliss=0.696, Synergy_Loewe=-0.0804, Synergy_HSA=0.426. (2) Drug 1: CC1CCCC2(C(O2)CC(NC(=O)CC(C(C(=O)C(C1O)C)(C)C)O)C(=CC3=CSC(=N3)C)C)C. Drug 2: N.N.Cl[Pt+2]Cl. Cell line: SF-268. Synergy scores: CSS=52.8, Synergy_ZIP=-7.71, Synergy_Bliss=-9.32, Synergy_Loewe=-2.89, Synergy_HSA=-1.12. (3) Drug 1: CC1=C2C(C(=O)C3(C(CC4C(C3C(C(C2(C)C)(CC1OC(=O)C(C(C5=CC=CC=C5)NC(=O)OC(C)(C)C)O)O)OC(=O)C6=CC=CC=C6)(CO4)OC(=O)C)OC)C)OC. Drug 2: C1CC(=O)NC(=O)C1N2CC3=C(C2=O)C=CC=C3N. Cell line: OVCAR-8. Synergy scores: CSS=67.3, Synergy_ZIP=17.5, Synergy_Bliss=12.9, Synergy_Loewe=-12.9, Synergy_HSA=14.4. (4) Drug 1: CNC(=O)C1=CC=CC=C1SC2=CC3=C(C=C2)C(=NN3)C=CC4=CC=CC=N4. Drug 2: CC1=C(C=C(C=C1)NC(=O)C2=CC=C(C=C2)CN3CCN(CC3)C)NC4=NC=CC(=N4)C5=CN=CC=C5. Cell line: MCF7. Synergy scores: CSS=-0.283, Synergy_ZIP=0.570, Synergy_Bliss=3.25, Synergy_Loewe=-4.53, Synergy_HSA=-0.0378. (5) Drug 1: C1=CC(=C2C(=C1NCCNCCO)C(=O)C3=C(C=CC(=C3C2=O)O)O)NCCNCCO. Drug 2: C1=NC2=C(N1)C(=S)N=CN2. Cell line: A549. Synergy scores: CSS=42.4, Synergy_ZIP=-4.63, Synergy_Bliss=-5.16, Synergy_Loewe=-15.5, Synergy_HSA=-1.86.